From a dataset of Full USPTO retrosynthesis dataset with 1.9M reactions from patents (1976-2016). Predict the reactants needed to synthesize the given product. (1) Given the product [F:18][C:17]([F:20])([F:19])[C:12]1[CH:13]=[CH:14][CH:15]=[CH:16][C:11]=1[N:8]1[C:4]2=[N:5][CH:6]=[CH:7][C:2]([B:24]([OH:25])[OH:23])=[C:3]2[CH:10]=[N:9]1, predict the reactants needed to synthesize it. The reactants are: I[C:2]1[CH:7]=[CH:6][N:5]=[C:4]2[N:8]([C:11]3[CH:16]=[CH:15][CH:14]=[CH:13][C:12]=3[C:17]([F:20])([F:19])[F:18])[N:9]=[CH:10][C:3]=12.CC1(C)C(C)(C)[O:25][B:24](B2OC(C)(C)C(C)(C)O2)[O:23]1.C([O-])(=O)C.[K+].C(Cl)Cl. (2) Given the product [Cl:8][C:9]1[CH:14]=[C:13]([C:2]2[N:7]=[CH:6][CH:5]=[CH:4][N:3]=2)[C:12]([Cl:18])=[CH:11][N:10]=1, predict the reactants needed to synthesize it. The reactants are: Br[C:2]1[N:7]=[CH:6][CH:5]=[CH:4][N:3]=1.[Cl:8][C:9]1[CH:14]=[C:13](B(O)O)[C:12]([Cl:18])=[CH:11][N:10]=1.C([O-])([O-])=O.[K+].[K+]. (3) Given the product [CH3:38][C@H:37]1[NH:36][C:35](=[O:39])[CH2:34][C@@H:33]1[CH2:32][NH:31][C:15]1[N:14]=[C:13]([C:5]2[CH:4]=[C:3]([O:2][CH3:1])[C:8]([O:9][CH3:10])=[C:7]([O:11][CH3:12])[CH:6]=2)[CH:22]=[C:21]2[C:16]=1[CH:17]=[CH:18][CH:19]=[N:20]2, predict the reactants needed to synthesize it. The reactants are: [CH3:1][O:2][C:3]1[CH:4]=[C:5]([C:13]2[CH:22]=[C:21]3[C:16]([CH:17]=[CH:18][CH:19]=[N:20]3)=[C:15](OS(C(F)(F)F)(=O)=O)[N:14]=2)[CH:6]=[C:7]([O:11][CH3:12])[C:8]=1[O:9][CH3:10].[NH2:31][CH2:32][C@@H:33]1[C@@H:37]([CH3:38])[NH:36][C:35](=[O:39])[CH2:34]1.C(N(C(C)C)CC)(C)C.FC(F)(F)C(O)=O. (4) Given the product [C:27](=[O:28])([O:9][C:6]1[C:5]2[CH:10]=[CH:11][C:2]([F:1])=[C:3]([F:12])[C:4]=2[O:8][N:7]=1)[O:26][C:23]([CH3:25])([CH3:24])[CH3:22], predict the reactants needed to synthesize it. The reactants are: [F:1][C:2]1[CH:11]=[CH:10][C:5]2[C:6](=[O:9])[NH:7][O:8][C:4]=2[C:3]=1[F:12].CN(C1C=CC=CN=1)C.[CH3:22][C:23]([O:26][C:27](O[C:27]([O:26][C:23]([CH3:25])([CH3:24])[CH3:22])=[O:28])=[O:28])([CH3:25])[CH3:24]. (5) Given the product [Cl:14][C:4]1[CH:3]=[C:2]2[C:12]([CH:18]=[C:16]([C:15]([OH:20])=[O:19])[NH:1]2)=[CH:11][C:5]=1[C:6]([O:8][CH2:9][CH3:10])=[O:7], predict the reactants needed to synthesize it. The reactants are: [NH2:1][C:2]1[C:12](I)=[CH:11][C:5]([C:6]([O:8][CH2:9][CH3:10])=[O:7])=[C:4]([Cl:14])[CH:3]=1.[C:15]([OH:20])(=[O:19])[C:16]([CH3:18])=O.N12CCN(CC1)CC2.